This data is from Full USPTO retrosynthesis dataset with 1.9M reactions from patents (1976-2016). The task is: Predict the reactants needed to synthesize the given product. (1) Given the product [CH:16]12[O:21][CH:19]([CH2:18][CH2:17]1)[CH2:20][N:14]([C:12]1[N:13]=[C:8]([C:5]3[CH:6]=[CH:7][C:2]([NH:1][C:39]([NH:54][C:55]4[CH:60]=[CH:59][N:58]=[CH:57][CH:56]=4)=[O:45])=[CH:3][CH:4]=3)[N:9]=[C:10]([N:22]3[CH2:23][CH2:24][N:25]([C:28]([O:30][C:31]([CH3:34])([CH3:33])[CH3:32])=[O:29])[CH2:26][CH2:27]3)[N:11]=1)[CH2:15]2, predict the reactants needed to synthesize it. The reactants are: [NH2:1][C:2]1[CH:7]=[CH:6][C:5]([C:8]2[N:13]=[C:12]([N:14]3[CH2:20][CH:19]4[O:21][CH:16]([CH2:17][CH2:18]4)[CH2:15]3)[N:11]=[C:10]([N:22]3[CH2:27][CH2:26][N:25]([C:28]([O:30][C:31]([CH3:34])([CH3:33])[CH3:32])=[O:29])[CH2:24][CH2:23]3)[N:9]=2)=[CH:4][CH:3]=1.ClC(Cl)(O[C:39](=[O:45])OC(Cl)(Cl)Cl)Cl.C(N(CC)CC)C.[NH2:54][C:55]1[CH:60]=[CH:59][N:58]=[CH:57][CH:56]=1. (2) Given the product [CH3:13][O:12][C:9]1[CH:10]=[C:11]2[C:6](=[CH:7][C:8]=1[O:14][CH3:15])[N:5]=[CH:4][CH:3]=[C:2]2[O:23][C:22]1[CH:21]=[CH:20][C:19]([C:24]2[C:25](=[O:38])[N:26]([CH2:30][C:31]3[CH:36]=[CH:35][C:34]([CH3:37])=[CH:33][CH:32]=3)[CH:27]=[N:28][CH:29]=2)=[CH:18][C:17]=1[F:16], predict the reactants needed to synthesize it. The reactants are: Cl[C:2]1[C:11]2[C:6](=[CH:7][C:8]([O:14][CH3:15])=[C:9]([O:12][CH3:13])[CH:10]=2)[N:5]=[CH:4][CH:3]=1.[F:16][C:17]1[CH:18]=[C:19]([C:24]2[C:25](=[O:38])[N:26]([CH2:30][C:31]3[CH:36]=[CH:35][C:34]([CH3:37])=[CH:33][CH:32]=3)[CH:27]=[N:28][CH:29]=2)[CH:20]=[CH:21][C:22]=1[OH:23]. (3) Given the product [CH3:22][O:21][C:16]1[CH:17]=[CH:18][CH:19]=[CH:20][C:15]=1[S:14][C:11]1[CH:12]=[CH:13][C:8]([C:6]2[CH:5]=[CH:4][N:3]=[C:2]([N:33]3[CH2:41][CH2:40][CH:36]([C:37]([NH2:39])=[O:38])[CH2:35][CH2:34]3)[CH:7]=2)=[CH:9][C:10]=1[C:23]([F:26])([F:25])[F:24], predict the reactants needed to synthesize it. The reactants are: Cl[C:2]1[CH:7]=[C:6]([C:8]2[CH:13]=[CH:12][C:11]([S:14][C:15]3[CH:20]=[CH:19][CH:18]=[CH:17][C:16]=3[O:21][CH3:22])=[C:10]([C:23]([F:26])([F:25])[F:24])[CH:9]=2)[CH:5]=[CH:4][N:3]=1.OC1CCNC1.[NH:33]1[CH2:41][CH2:40][CH:36]([C:37]([NH2:39])=[O:38])[CH2:35][CH2:34]1. (4) The reactants are: C([O:8][NH:9][C:10](=[O:31])[CH2:11][C@H:12]([C:22]1[O:23][C:24]([CH3:30])=[C:25]([C:27]([NH2:29])=[O:28])[N:26]=1)[CH2:13][CH2:14][CH2:15][CH:16]1[CH2:21][CH2:20][CH2:19][CH2:18][CH2:17]1)C1C=CC=CC=1.C([O-])=O.[NH4+]. Given the product [NH3:9].[CH:16]1([CH2:15][CH2:14][CH2:13][C@@H:12]([C:22]2[O:23][C:24]([CH3:30])=[C:25]([C:27]([NH2:29])=[O:28])[N:26]=2)[CH2:11][C:10]([NH:9][OH:8])=[O:31])[CH2:17][CH2:18][CH2:19][CH2:20][CH2:21]1, predict the reactants needed to synthesize it.